Dataset: Catalyst prediction with 721,799 reactions and 888 catalyst types from USPTO. Task: Predict which catalyst facilitates the given reaction. (1) Reactant: C[O:2][C:3]([C:5]1[C:6](=[O:27])[N:7]([CH2:16][C:17]2[CH:22]=[CH:21][C:20]([O:23][CH3:24])=[CH:19][C:18]=2[O:25][CH3:26])[CH:8]=[CH:9][C:10]=1[C:11]([O:13][CH2:14][CH3:15])=[O:12])=[O:4].[Li+].[I-]. Product: [CH2:14]([O:13][C:11]([C:10]1[CH:9]=[CH:8][N:7]([CH2:16][C:17]2[CH:22]=[CH:21][C:20]([O:23][CH3:24])=[CH:19][C:18]=2[O:25][CH3:26])[C:6](=[O:27])[C:5]=1[C:3]([OH:4])=[O:2])=[O:12])[CH3:15]. The catalyst class is: 17. (2) Reactant: [C:1]([O:5][C:6](=[O:30])[CH2:7][C:8]1([C:13]2[CH:18]=[CH:17][C:16]([NH:19][CH2:20]N3C4C=CC=CC=4N=N3)=[CH:15][CH:14]=2)[CH2:12][CH2:11][CH2:10][CH2:9]1)([CH3:4])([CH3:3])[CH3:2].[BH4-].[Na+]. Product: [C:1]([O:5][C:6](=[O:30])[CH2:7][C:8]1([C:13]2[CH:18]=[CH:17][C:16]([NH:19][CH3:20])=[CH:15][CH:14]=2)[CH2:12][CH2:11][CH2:10][CH2:9]1)([CH3:3])([CH3:4])[CH3:2]. The catalyst class is: 8. (3) Reactant: [Cl:1][C:2]1[CH:8]=[CH:7][C:5]([NH2:6])=[CH:4][CH:3]=1.[CH2:9]([C:11](=O)[C:12]([O-:14])=[O:13])[CH3:10].C=C[C:18]1[CH:23]=[CH:22][CH:21]=[CH:20][CH:19]=1.F[C:25](F)(F)[C:26](O)=O. Product: [CH2:25]([O:14][C:12]([CH:11]1[CH2:9][CH:10]([C:18]2[CH:23]=[CH:22][CH:21]=[CH:20][CH:19]=2)[C:7]2[C:5](=[CH:4][CH:3]=[C:2]([Cl:1])[CH:8]=2)[NH:6]1)=[O:13])[CH3:26]. The catalyst class is: 10. (4) Reactant: [NH2:1][S:2]([NH:5][CH2:6][CH2:7][CH2:8][C@:9]([C@@H:18]1[CH2:23][CH2:22][CH2:21][N:20](C(OC(C)(C)C)=O)[CH2:19]1)([C:11]1[CH:16]=[CH:15][CH:14]=[C:13]([Cl:17])[CH:12]=1)[OH:10])(=[O:4])=[O:3].Cl. Product: [NH2:1][S:2]([NH:5][CH2:6][CH2:7][CH2:8][C@@:9]([C:11]1[CH:16]=[CH:15][CH:14]=[C:13]([Cl:17])[CH:12]=1)([C@@H:18]1[CH2:23][CH2:22][CH2:21][NH:20][CH2:19]1)[OH:10])(=[O:3])=[O:4]. The catalyst class is: 23.